This data is from Full USPTO retrosynthesis dataset with 1.9M reactions from patents (1976-2016). The task is: Predict the reactants needed to synthesize the given product. (1) The reactants are: C([NH:8][C:9](=[O:29])[C:10]1[C:15]([C:16]2[CH:21]=[CH:20][CH:19]=[CH:18][C:17]=2[CH3:22])=[CH:14][C:13]([N:23]2[CH2:28][CH2:27][O:26][CH2:25][CH2:24]2)=[N:12][CH:11]=1)C1C=CC=CC=1.S(=O)(=O)(O)O.C(=O)([O-])[O-].[Na+].[Na+]. Given the product [N:23]1([C:13]2[CH:14]=[C:15]([C:16]3[CH:21]=[CH:20][CH:19]=[CH:18][C:17]=3[CH3:22])[C:10]([C:9]([NH2:8])=[O:29])=[CH:11][N:12]=2)[CH2:24][CH2:25][O:26][CH2:27][CH2:28]1, predict the reactants needed to synthesize it. (2) Given the product [NH:16]1[C:2]2[CH2:7][CH2:6][CH2:5][CH2:4][C:3]=2[C:8](=[O:10])[NH:19][C:17]1=[O:18], predict the reactants needed to synthesize it. The reactants are: O=[C:2]1[CH2:7][CH2:6][CH2:5][CH2:4][CH:3]1[C:8]([O:10]CC)=O.C[O-].[Na+].[NH2:16][C:17]([NH2:19])=[O:18].